This data is from Full USPTO retrosynthesis dataset with 1.9M reactions from patents (1976-2016). The task is: Predict the reactants needed to synthesize the given product. (1) Given the product [CH:1]([O:4][C:5]([N:7]1[CH2:12][CH2:11][CH:10]([O:13][C@@H:14]([C:16](=[O:18])[NH2:21])[CH3:15])[CH2:9][CH2:8]1)=[O:6])([CH3:3])[CH3:2], predict the reactants needed to synthesize it. The reactants are: [CH:1]([O:4][C:5]([N:7]1[CH2:12][CH2:11][CH:10]([O:13][C@@H:14]([C:16]([OH:18])=O)[CH3:15])[CH2:9][CH2:8]1)=[O:6])([CH3:3])[CH3:2].CC[N:21]=C=NCCCN(C)C.C1C=CC2N(O)N=NC=2C=1.N.O1CCOCC1. (2) Given the product [Cl:1][C:2]1[CH:15]=[CH:14][C:13]2[S:12][C:11]3[C:6](=[CH:7][CH:8]=[CH:9][CH:10]=3)[N:5]([CH2:19][C:20]([NH2:22])=[O:21])[C:4]=2[CH:3]=1, predict the reactants needed to synthesize it. The reactants are: [Cl:1][C:2]1[CH:15]=[CH:14][C:13]2[S:12][C:11]3[C:6](=[CH:7][CH:8]=[CH:9][CH:10]=3)[NH:5][C:4]=2[CH:3]=1.[H-].[Na+].I[CH2:19][C:20]([NH2:22])=[O:21].[Na+].[Cl-].